From a dataset of Catalyst prediction with 721,799 reactions and 888 catalyst types from USPTO. Predict which catalyst facilitates the given reaction. Reactant: [F:1][C:2]1[CH:10]=[C:9]2[C:5]([C:6]([C:20]3[CH:21]=[N:22][N:23]([CH:25]4[CH2:30][CH2:29][N:28](C(OC(C)(C)C)=O)[CH2:27][CH2:26]4)[CH:24]=3)=[CH:7][N:8]2[S:11]([C:14]2[CH:19]=[CH:18][CH:17]=[CH:16][CH:15]=2)(=[O:13])=[O:12])=[CH:4][CH:3]=1.[ClH:38]. Product: [ClH:38].[F:1][C:2]1[CH:10]=[C:9]2[C:5]([C:6]([C:20]3[CH:21]=[N:22][N:23]([CH:25]4[CH2:30][CH2:29][NH:28][CH2:27][CH2:26]4)[CH:24]=3)=[CH:7][N:8]2[S:11]([C:14]2[CH:15]=[CH:16][CH:17]=[CH:18][CH:19]=2)(=[O:12])=[O:13])=[CH:4][CH:3]=1. The catalyst class is: 12.